This data is from Full USPTO retrosynthesis dataset with 1.9M reactions from patents (1976-2016). The task is: Predict the reactants needed to synthesize the given product. (1) The reactants are: [CH2:1]([O:8][C@H:9]1[C@H:15]([O:16][CH2:17][C:18]2[CH:23]=[CH:22][CH:21]=[CH:20][CH:19]=2)[C@@H:14]([O:24][CH2:25][C:26]2[CH:31]=[CH:30][CH:29]=[CH:28][CH:27]=2)[C@:13]2([C:33]3[CH:38]=[CH:37][C:36]([Cl:39])=[C:35]([CH2:40][C:41]4[CH:46]=[CH:45][C:44]([O:47][CH2:48][CH3:49])=[CH:43][CH:42]=4)[CH:34]=3)[O:32][C@@:10]1([CH2:50][OH:51])[CH2:11][O:12]2)[C:2]1[CH:7]=[CH:6][CH:5]=[CH:4][CH:3]=1.C(=O)(O)[O-:53].[Na+].[Br-].[K+].Cl[O-].[Na+].Cl. Given the product [CH2:1]([O:8][C@H:9]1[C@H:15]([O:16][CH2:17][C:18]2[CH:19]=[CH:20][CH:21]=[CH:22][CH:23]=2)[C@@H:14]([O:24][CH2:25][C:26]2[CH:31]=[CH:30][CH:29]=[CH:28][CH:27]=2)[C@:13]2([C:33]3[CH:38]=[CH:37][C:36]([Cl:39])=[C:35]([CH2:40][C:41]4[CH:42]=[CH:43][C:44]([O:47][CH2:48][CH3:49])=[CH:45][CH:46]=4)[CH:34]=3)[O:32][C@@:10]1([C:50]([OH:53])=[O:51])[CH2:11][O:12]2)[C:2]1[CH:7]=[CH:6][CH:5]=[CH:4][CH:3]=1, predict the reactants needed to synthesize it. (2) Given the product [CH3:1][O:2][C:3]([C:5]1[C:14]2[C:9](=[C:10]([NH2:15])[CH:11]=[CH:12][CH:13]=2)[C:8](=[O:18])[N:7]([C:19]2[CH:24]=[CH:23][CH:22]=[CH:21][CH:20]=2)[C:6]=1[CH3:25])=[O:4], predict the reactants needed to synthesize it. The reactants are: [CH3:1][O:2][C:3]([C:5]1[C:14]2[C:9](=[C:10]([N+:15]([O-])=O)[CH:11]=[CH:12][CH:13]=2)[C:8](=[O:18])[N:7]([C:19]2[CH:24]=[CH:23][CH:22]=[CH:21][CH:20]=2)[C:6]=1[CH3:25])=[O:4]. (3) Given the product [N:51]([CH:13]([CH:10]1[CH2:11][CH2:12][N:8]([C:5]2[CH:6]=[CH:7][C:2]([Cl:1])=[CH:3][C:4]=2[N+:20]([O-:22])=[O:21])[CH2:9]1)[CH3:14])=[N+:52]=[N-:53], predict the reactants needed to synthesize it. The reactants are: [Cl:1][C:2]1[CH:7]=[CH:6][C:5]([N:8]2[CH2:12][CH2:11][CH:10]([CH:13](OS(C)(=O)=O)[CH3:14])[CH2:9]2)=[C:4]([N+:20]([O-:22])=[O:21])[CH:3]=1.ClC1C=CC(N2CCC(C(OS(C3C=CC(C)=CC=3)(=O)=O)C)C2)=C([N+]([O-])=O)C=1.[N-:51]=[N+:52]=[N-:53].[Na+]. (4) Given the product [CH:58]1([C@H:53]([NH:52][C:39]([C:36]2[CH:37]=[CH:38][C:33]([C:30]3[CH:29]=[CH:28][C:27]([O:26][CH3:25])=[CH:32][CH:31]=3)=[CH:34][C:35]=2[N+:42]([O-:44])=[O:43])=[O:41])[C:54]([O:56][CH3:57])=[O:55])[CH2:59][CH2:60][CH2:61][CH2:62]1, predict the reactants needed to synthesize it. The reactants are: CN(C(ON1N=NC2C=CC=NC1=2)=[N+](C)C)C.F[P-](F)(F)(F)(F)F.[CH3:25][O:26][C:27]1[CH:32]=[CH:31][C:30]([C:33]2[CH:38]=[CH:37][C:36]([C:39]([OH:41])=O)=[C:35]([N+:42]([O-:44])=[O:43])[CH:34]=2)=[CH:29][CH:28]=1.FC(F)(F)C(O)=O.[NH2:52][C@@H:53]([CH:58]1[CH2:62][CH2:61][CH2:60][CH2:59]1)[C:54]([O:56][CH3:57])=[O:55].C(N(C(C)C)CC)(C)C. (5) Given the product [Br:1][C:2]1[C:7](=[O:8])[N:6]([C:9]2[CH:10]=[C:11]([CH:15]=[CH:16][C:17]=2[CH3:18])[C:12]([NH:49][CH2:48][C:47]([NH:46][CH3:45])=[O:50])=[O:14])[CH:5]=[N:4][C:3]=1[O:19][CH2:20][C:21]1[CH:26]=[CH:25][C:24]([F:27])=[CH:23][C:22]=1[F:28], predict the reactants needed to synthesize it. The reactants are: [Br:1][C:2]1[C:7](=[O:8])[N:6]([C:9]2[CH:10]=[C:11]([CH:15]=[CH:16][C:17]=2[CH3:18])[C:12]([OH:14])=O)[CH:5]=[N:4][C:3]=1[O:19][CH2:20][C:21]1[CH:26]=[CH:25][C:24]([F:27])=[CH:23][C:22]=1[F:28].ClC(OCC(C)C)=O.CN1CCOCC1.Cl.[CH3:45][NH:46][C:47](=[O:50])[CH2:48][NH2:49]. (6) Given the product [NH2:26][C@H:38]([C:36]([OH:35])=[O:37])[CH2:39][CH2:40][CH2:41][CH2:42][NH2:27], predict the reactants needed to synthesize it. The reactants are: O=C[C@@H]([C@H]([C@@H]([C@@H](CO)O)O)O)O.OP([O-])(O)=O.[K+].[OH-].[Na+].S([O-])([O-])(=O)=O.[NH4+:26].[NH4+:27].Cl.S1C=CC=CC1.[OH:35][C:36]([CH2:38][CH2:39][CH2:40][CH2:41][C@H:42]1[C@@H]2[C@@H](NC(N2)=O)CS1)=[O:37]. (7) Given the product [CH3:1][O:2][P:3]([C:22]1[CH:21]=[C:20]2[C:25](=[CH:24][CH:23]=1)[N:17]([C:14](=[O:16])[CH3:15])[N:18]=[CH:19]2)(=[O:6])[O:4][CH3:5], predict the reactants needed to synthesize it. The reactants are: [CH3:1][O:2][P:3]([O-:6])[O:4][CH3:5].C(N(CC)CC)C.[C:14]([N:17]1[C:25]2[C:20](=[CH:21][C:22](OS(C(F)(F)F)(=O)=O)=[CH:23][CH:24]=2)[CH:19]=[N:18]1)(=[O:16])[CH3:15]. (8) The reactants are: [CH:1]1[CH:10]=[C:9]2[C:11]([O:13][C:14](=[O:15])[C:7]3=[C:8]2[C:3](=[CH:4][C:5]([N+:16]([O-:18])=[O:17])=[CH:6]3)[CH:2]=1)=O.[NH2:19][C:20]1[CH:21]=[C:22]([CH:26]=[CH:27][C:28]=1[Cl:29])[C:23]([OH:25])=[O:24]. Given the product [Cl:29][C:28]1[CH:27]=[CH:26][C:22]([C:23]([OH:25])=[O:24])=[CH:21][C:20]=1[N:19]1[C:14](=[O:15])[C:7]2[CH:6]=[C:5]([N+:16]([O-:18])=[O:17])[CH:4]=[C:3]3[C:8]=2[C:9](=[CH:10][CH:1]=[CH:2]3)[C:11]1=[O:13], predict the reactants needed to synthesize it. (9) Given the product [Cl:1][C:2]1[CH:10]=[CH:9][CH:8]=[C:7]2[C:3]=1[C:4]([C:15]([OH:20])=[O:21])=[CH:5][N:6]2[CH2:11][CH2:12][O:13][CH3:14], predict the reactants needed to synthesize it. The reactants are: [Cl:1][C:2]1[CH:10]=[CH:9][CH:8]=[C:7]2[C:3]=1[C:4]([C:15](=[O:20])C(F)(F)F)=[CH:5][N:6]2[CH2:11][CH2:12][O:13][CH3:14].[OH-:21].[Na+].Cl. (10) Given the product [CH:1]1([N:5]2[CH2:11][CH2:10][C:9]3[S:12][C:13]([CH:15]4[CH2:19][CH2:18][N:17]([C:21]5[CH:22]=[CH:23][C:24]([C:27]#[N:28])=[N:25][CH:26]=5)[CH2:16]4)=[N:14][C:8]=3[CH2:7][CH2:6]2)[CH2:2][CH2:3][CH2:4]1, predict the reactants needed to synthesize it. The reactants are: [CH:1]1([N:5]2[CH2:11][CH2:10][C:9]3[S:12][C:13]([CH:15]4[CH2:19][CH2:18][NH:17][CH2:16]4)=[N:14][C:8]=3[CH2:7][CH2:6]2)[CH2:4][CH2:3][CH2:2]1.Br[C:21]1[CH:22]=[CH:23][C:24]([C:27]#[N:28])=[N:25][CH:26]=1.C(=O)([O-])[O-].[Cs+].[Cs+].C1(P(C2C=CC=CC=2)C2C3OC4C(=CC=CC=4P(C4C=CC=CC=4)C4C=CC=CC=4)C(C)(C)C=3C=CC=2)C=CC=CC=1.